From a dataset of Full USPTO retrosynthesis dataset with 1.9M reactions from patents (1976-2016). Predict the reactants needed to synthesize the given product. (1) Given the product [OH:1][C:2]1[CH:9]=[CH:8][C:5]([CH:6]=[C:15]2[C:16](=[O:17])[O:18][C:11]([CH3:19])([CH3:10])[O:12][C:13]2=[O:14])=[CH:4][CH:3]=1, predict the reactants needed to synthesize it. The reactants are: [OH:1][C:2]1[CH:9]=[CH:8][C:5]([CH:6]=O)=[CH:4][CH:3]=1.[CH3:10][C:11]1([CH3:19])[O:18][C:16](=[O:17])[CH2:15][C:13](=[O:14])[O:12]1. (2) Given the product [ClH:20].[ClH:19].[CH3:1][O:2][C:3]1[CH:4]=[C:5]2[C:10](=[CH:11][C:12]=1[O:13][CH3:14])[C:9]([CH2:15][CH2:16][CH3:17])=[N:8][C:7]([OH:18])=[C:6]2[CH2:21][C:22]1[C:23]([NH:34][CH3:35])=[N:24][C:25]2[C:30]([CH:31]=1)=[CH:29][C:28]([O:32][CH3:33])=[CH:27][CH:26]=2, predict the reactants needed to synthesize it. The reactants are: [CH3:1][O:2][C:3]1[CH:4]=[C:5]2[C:10](=[CH:11][C:12]=1[O:13][CH3:14])[C:9]([CH2:15][CH2:16][CH3:17])=[N:8][C:7]([OH:18])=[CH:6]2.[ClH:19].[Cl:20][CH2:21][C:22]1[C:23]([NH:34][CH3:35])=[N:24][C:25]2[C:30]([CH:31]=1)=[CH:29][C:28]([O:32][CH3:33])=[CH:27][CH:26]=2.[Li+].[OH-].